This data is from Catalyst prediction with 721,799 reactions and 888 catalyst types from USPTO. The task is: Predict which catalyst facilitates the given reaction. (1) Product: [Cl:5][C:6]1[CH:11]=[C:10]([Cl:12])[CH:9]=[CH:8][C:7]=1[S:13]([NH:16][C:17]1[N:22]=[C:21]([NH:4][CH2:1][CH2:2][CH3:3])[C:20]([S:24][C:25]2[CH:30]=[CH:29][C:28]([S:31]([N:34]3[CH2:35][CH2:36][CH2:37][CH2:38][CH2:39]3)(=[O:33])=[O:32])=[CH:27][CH:26]=2)=[CH:19][N:18]=1)(=[O:14])=[O:15]. Reactant: [CH2:1]([NH2:4])[CH2:2][CH3:3].[Cl:5][C:6]1[CH:11]=[C:10]([Cl:12])[CH:9]=[CH:8][C:7]=1[S:13]([NH:16][C:17]1[N:22]=[C:21](Cl)[C:20]([S:24][C:25]2[CH:30]=[CH:29][C:28]([S:31]([N:34]3[CH2:39][CH2:38][CH2:37][CH2:36][CH2:35]3)(=[O:33])=[O:32])=[CH:27][CH:26]=2)=[CH:19][N:18]=1)(=[O:15])=[O:14].CCOCC. The catalyst class is: 1. (2) Reactant: Cl.[Cl:2][C:3]1[C:4]([F:41])=[C:5]([C@@H:9]2[C@:13]([C:16]3[CH:21]=[CH:20][C:19]([Cl:22])=[CH:18][C:17]=3[F:23])([C:14]#[N:15])[C@H:12]([CH2:24][C:25]([CH3:28])([CH3:27])[CH3:26])[NH:11][C@H:10]2[C:29]([N:31]2[CH2:36][CH2:35][CH:34]([CH2:37][C:38]([OH:40])=O)[CH2:33][CH2:32]2)=[O:30])[CH:6]=[CH:7][CH:8]=1.CN(C(ON1N=NC2C=CC=NC1=2)=[N+](C)C)C.F[P-](F)(F)(F)(F)F.CCN(C(C)C)C(C)C.[OH:75][CH2:76][CH2:77][NH:78][CH3:79]. Product: [Cl:2][C:3]1[C:4]([F:41])=[C:5]([C@@H:9]2[C@:13]([C:16]3[CH:21]=[CH:20][C:19]([Cl:22])=[CH:18][C:17]=3[F:23])([C:14]#[N:15])[C@H:12]([CH2:24][C:25]([CH3:27])([CH3:28])[CH3:26])[NH:11][C@H:10]2[C:29]([N:31]2[CH2:36][CH2:35][CH:34]([CH2:37][C:38]([N:78]([CH2:77][CH2:76][OH:75])[CH3:79])=[O:40])[CH2:33][CH2:32]2)=[O:30])[CH:6]=[CH:7][CH:8]=1. The catalyst class is: 2. (3) Reactant: [C:1]([C:3]1[CH:4]=[C:5]([CH:32]=[CH:33][C:34]=1[F:35])[CH2:6][O:7][N:8]=[C:9]1[CH2:14][CH2:13][N:12]([S:15]([C:18]2[CH:19]=[CH:20][C:21]3[N:25]=[C:24]([NH:26]C(=O)OC)[NH:23][C:22]=3[CH:31]=2)(=[O:17])=[O:16])[CH2:11][CH2:10]1)#[N:2].[OH-].[K+]. Product: [NH2:26][C:24]1[NH:23][C:22]2[CH:31]=[C:18]([S:15]([N:12]3[CH2:13][CH2:14][C:9](=[N:8][O:7][CH2:6][C:5]4[CH:32]=[CH:33][C:34]([F:35])=[C:3]([CH:4]=4)[C:1]#[N:2])[CH2:10][CH2:11]3)(=[O:16])=[O:17])[CH:19]=[CH:20][C:21]=2[N:25]=1. The catalyst class is: 746. (4) Reactant: [C:1]([O:5][CH:6]([C:11]1[C:12]([CH3:27])=[N:13][C:14]2[N:15]([N:18]=[C:19]([C:21]3[CH:26]=[CH:25][CH:24]=[CH:23][CH:22]=3)[CH:20]=2)[C:16]=1[Cl:17])[C:7]([O:9][CH3:10])=[O:8])([CH3:4])([CH3:3])[CH3:2].C1C(=O)N([Br:35])C(=O)C1. Product: [Br:35][C:20]1[C:19]([C:21]2[CH:26]=[CH:25][CH:24]=[CH:23][CH:22]=2)=[N:18][N:15]2[C:16]([Cl:17])=[C:11]([CH:6]([O:5][C:1]([CH3:4])([CH3:3])[CH3:2])[C:7]([O:9][CH3:10])=[O:8])[C:12]([CH3:27])=[N:13][C:14]=12. The catalyst class is: 10. (5) Reactant: Cl[C:2]1[C:3]2[C:10]([N+:11]([O-:13])=[O:12])=[CH:9][N:8]([C@@H:14]3[O:27][C@H:26]([CH2:28][O:29][C:30](=[O:32])[CH3:31])[C@@H:20]([O:21][C:22](=[O:25])[CH2:23][CH3:24])[C@H:15]3[O:16][C:17](=[O:19])[CH3:18])[C:4]=2[N:5]=[CH:6][N:7]=1.Cl.[CH3:34][O:35][C:36](=[O:39])[CH2:37][NH2:38].C[O-].[Na+]. Product: [CH3:34][O:35][C:36](=[O:39])[CH2:37][NH:38][C:2]1[C:3]2[C:10]([N+:11]([O-:13])=[O:12])=[CH:9][N:8]([C@@H:14]3[O:27][C@H:26]([CH2:28][O:29][C:30](=[O:32])[CH3:31])[C@@H:20]([O:21][C:22](=[O:25])[CH2:23][CH3:24])[C@H:15]3[O:16][C:17](=[O:19])[CH3:18])[C:4]=2[N:5]=[CH:6][N:7]=1. The catalyst class is: 5. (6) Reactant: CC(C[AlH]CC(C)C)C.[CH2:10]([O:17][CH2:18][CH2:19][O:20][CH2:21][C@@:22]12[C:31](=[O:32])[O:30][C@H:29]([C@H:33]3[CH2:37][O:36][C:35]([CH3:39])([CH3:38])[O:34]3)[C@@H:23]1[O:24][C:25]([CH3:28])([CH3:27])[O:26]2)[C:11]1[CH:16]=[CH:15][CH:14]=[CH:13][CH:12]=1. Product: [CH2:10]([O:17][CH2:18][CH2:19][O:20][CH2:21][C@@:22]12[CH:31]([OH:32])[O:30][C@H:29]([C@H:33]3[CH2:37][O:36][C:35]([CH3:39])([CH3:38])[O:34]3)[C@@H:23]1[O:24][C:25]([CH3:28])([CH3:27])[O:26]2)[C:11]1[CH:12]=[CH:13][CH:14]=[CH:15][CH:16]=1. The catalyst class is: 308. (7) Reactant: [CH2:1]([NH:8][CH2:9][C:10]([CH3:12])=[CH2:11])[C:2]1[CH:7]=[CH:6][CH:5]=[CH:4][CH:3]=1.[O:13]1[C:15]2([CH2:20][CH2:19][N:18]([C:21]([O:23][C:24]([CH3:27])([CH3:26])[CH3:25])=[O:22])[CH2:17][CH2:16]2)[CH2:14]1. The catalyst class is: 8. Product: [CH2:1]([N:8]([CH2:14][C:15]1([OH:13])[CH2:16][CH2:17][N:18]([C:21]([O:23][C:24]([CH3:27])([CH3:26])[CH3:25])=[O:22])[CH2:19][CH2:20]1)[CH2:9][C:10]([CH3:12])=[CH2:11])[C:2]1[CH:7]=[CH:6][CH:5]=[CH:4][CH:3]=1. (8) Reactant: [I:1][C:2]1[CH:3]=[C:4]2[C:8](=[CH:9][CH:10]=1)[NH:7][N:6]=[C:5]2[C:11](N(OC)C)=[O:12].[H-].[Al+3].[Li+].[H-].[H-].[H-]. Product: [I:1][C:2]1[CH:3]=[C:4]2[C:8](=[CH:9][CH:10]=1)[NH:7][N:6]=[C:5]2[CH:11]=[O:12]. The catalyst class is: 1. (9) Reactant: [NH2:1][C:2](=O)[CH2:3][C@@:4]1([CH3:35])[CH2:9][C@H:8]([C:10]2[CH:15]=[CH:14][CH:13]=[C:12]([Cl:16])[CH:11]=2)[C@@H:7]([C:17]2[CH:22]=[CH:21][C:20]([Cl:23])=[CH:19][CH:18]=2)[N:6]([C@@H:24]([CH2:32][CH3:33])[C:25]([O:27][C:28]([CH3:31])([CH3:30])[CH3:29])=[O:26])[C:5]1=[O:34].C(N(CC)CC)C.FC(F)(F)C(OC(=O)C(F)(F)F)=O. Product: [Cl:16][C:12]1[CH:11]=[C:10]([C@@H:8]2[C@@H:7]([C:17]3[CH:22]=[CH:21][C:20]([Cl:23])=[CH:19][CH:18]=3)[N:6]([C@@H:24]([CH2:32][CH3:33])[C:25]([O:27][C:28]([CH3:31])([CH3:30])[CH3:29])=[O:26])[C:5](=[O:34])[C@:4]([CH2:3][C:2]#[N:1])([CH3:35])[CH2:9]2)[CH:15]=[CH:14][CH:13]=1. The catalyst class is: 1. (10) Reactant: Br[C:2]1[C:14]2[C:13]3[CH:12]=[CH:11][C:10]([C:15]4[C:20]([F:21])=[CH:19][CH:18]=[C:17]([NH:22][S:23]([CH2:26][CH2:27][CH3:28])(=[O:25])=[O:24])[C:16]=4[Cl:29])=[CH:9][C:8]=3[CH:7]=[N:6][C:5]=2[N:4]([C:30]([O:32][C:33]([CH3:36])([CH3:35])[CH3:34])=[O:31])[N:3]=1.[CH:37]1(B(O)O)[CH2:39][CH2:38]1.P([O-])([O-])([O-])=O.[K+].[K+].[K+].C1(C)C=CC=CC=1. Product: [C:33]([O:32][C:30]([N:4]1[C:5]2[N:6]=[CH:7][C:8]3[CH:9]=[C:10]([C:15]4[C:20]([F:21])=[CH:19][CH:18]=[C:17]([NH:22][S:23]([CH2:26][CH2:27][CH3:28])(=[O:25])=[O:24])[C:16]=4[Cl:29])[CH:11]=[CH:12][C:13]=3[C:14]=2[C:2]([CH:37]2[CH2:39][CH2:38]2)=[N:3]1)=[O:31])([CH3:35])([CH3:36])[CH3:34]. The catalyst class is: 6.